From a dataset of Reaction yield outcomes from USPTO patents with 853,638 reactions. Predict the reaction yield, written as a fraction of the theoretical maximum amount of product (1.0 means a 100% yield; for example, 0.34 means a 34% yield). (1) The reactants are [NH2:1][C:2]1[CH:3]=[CH:4][C:5]([Br:11])=[C:6]([CH:10]=1)[C:7]([OH:9])=[O:8].[F:12][C:13]1[C:20]([F:21])=[C:19]([C:22]([F:25])([F:24])[F:23])[C:18]([F:26])=[C:17]([F:27])[C:14]=1[CH2:15]Br. The catalyst is CN(C=O)C. The product is [Br:11][C:5]1[CH:4]=[CH:3][C:2]([NH:1][CH2:15][C:14]2[C:17]([F:27])=[C:18]([F:26])[C:19]([C:22]([F:23])([F:25])[F:24])=[C:20]([F:21])[C:13]=2[F:12])=[CH:10][C:6]=1[C:7]([OH:9])=[O:8]. The yield is 0.769. (2) The catalyst is C(OCC)(=O)C. The yield is 0.260. The reactants are [Cl:1][C:2]1[C:3]([O:12][C:13]2[CH:18]=[C:17]([O:19][CH2:20][CH2:21][O:22][CH3:23])[CH:16]=[CH:15][C:14]=2[CH2:24][CH2:25][CH2:26][NH2:27])=[N:4][CH:5]=[C:6]([C:8]([F:11])([F:10])[F:9])[CH:7]=1.N1C=CC=CC=1.[C:34]1([CH2:40][CH2:41][CH2:42][S:43](Cl)(=[O:45])=[O:44])[CH:39]=[CH:38][CH:37]=[CH:36][CH:35]=1.Cl. The product is [Cl:1][C:2]1[C:3]([O:12][C:13]2[CH:18]=[C:17]([O:19][CH2:20][CH2:21][O:22][CH3:23])[CH:16]=[CH:15][C:14]=2[CH2:24][CH2:25][CH2:26][NH:27][S:43]([CH2:42][CH2:41][CH2:40][C:34]2[CH:39]=[CH:38][CH:37]=[CH:36][CH:35]=2)(=[O:45])=[O:44])=[N:4][CH:5]=[C:6]([C:8]([F:9])([F:11])[F:10])[CH:7]=1. (3) The reactants are [NH2:1][C:2]1[NH:3][C:4]([C:31]2[CH:36]=[CH:35][CH:34]=[CH:33][C:32]=2[O:37][CH2:38][C:39]2[CH:44]=[CH:43][CH:42]=[CH:41][CH:40]=2)=[CH:5][CH:6]([CH:15]([NH:23][C:24]([O:26][C:27]([CH3:30])([CH3:29])[CH3:28])=[O:25])[CH2:16][C:17]2[CH:22]=[CH:21][CH:20]=[CH:19][CH:18]=2)[C:7]=1[C:8]([O:10][C:11]([CH3:14])([CH3:13])[CH3:12])=[O:9].C1(Cl)C(=O)C(Cl)=C(Cl)C(=O)C=1Cl. The catalyst is C(Cl)Cl. The product is [NH2:1][C:2]1[N:3]=[C:4]([C:31]2[CH:36]=[CH:35][CH:34]=[CH:33][C:32]=2[O:37][CH2:38][C:39]2[CH:40]=[CH:41][CH:42]=[CH:43][CH:44]=2)[CH:5]=[C:6]([CH:15]([NH:23][C:24]([O:26][C:27]([CH3:30])([CH3:29])[CH3:28])=[O:25])[CH2:16][C:17]2[CH:22]=[CH:21][CH:20]=[CH:19][CH:18]=2)[C:7]=1[C:8]([O:10][C:11]([CH3:13])([CH3:14])[CH3:12])=[O:9]. The yield is 0.840. (4) The reactants are CN(C(ON1N=NC2C=CC=NC1=2)=[N+](C)C)C.F[P-](F)(F)(F)(F)F.[I:25][C:26]1[NH:30][C:29]([C@@H:31]2[CH2:36][C@@H:35]3[C@@H:33]([CH2:34]3)[NH:32]2)=[N:28][CH:27]=1.[CH3:37][O:38][C:39]([NH:41][C@@H:42]([CH:46]([CH3:48])[CH3:47])[C:43](O)=[O:44])=[O:40].CCN(C(C)C)C(C)C. The catalyst is CN(C=O)C.CO.O. The product is [I:25][C:26]1[NH:30][C:29]([C@@H:31]2[CH2:36][C@@H:35]3[C@@H:33]([CH2:34]3)[N:32]2[C:43](=[O:44])[C@@H:42]([NH:41][C:39](=[O:40])[O:38][CH3:37])[CH:46]([CH3:48])[CH3:47])=[N:28][CH:27]=1. The yield is 0.910. (5) The reactants are [Br:1][C:2]1[C:3]([N:21]2[CH2:26][CH2:25][CH2:24][C@@H:23]([NH:27]C(=O)OC(C)(C)C)[CH2:22]2)=[C:4]2[C:10]([NH:11][C:12](=[O:20])[C:13]3[CH:18]=[CH:17][CH:16]=[C:15]([CH3:19])[CH:14]=3)=[CH:9][NH:8][C:5]2=[N:6][CH:7]=1.C(O)(C(F)(F)F)=O.C(Cl)[Cl:43]. No catalyst specified. The product is [ClH:43].[NH2:27][C@@H:23]1[CH2:24][CH2:25][CH2:26][N:21]([C:3]2[C:2]([Br:1])=[CH:7][N:6]=[C:5]3[NH:8][CH:9]=[C:10]([NH:11][C:12](=[O:20])[C:13]4[CH:18]=[CH:17][CH:16]=[C:15]([CH3:19])[CH:14]=4)[C:4]=23)[CH2:22]1. The yield is 0.874. (6) The reactants are [N+:1]([C:4]1[CH:13]=[C:12]2[C:7]([CH2:8][CH:9]([CH3:14])[CH2:10][NH:11]2)=[CH:6][CH:5]=1)([O-])=O. The catalyst is C(OCC)(=O)C.[Pd]. The product is [NH2:1][C:4]1[CH:13]=[C:12]2[C:7]([CH2:8][CH:9]([CH3:14])[CH2:10][NH:11]2)=[CH:6][CH:5]=1. The yield is 0.890. (7) The reactants are [OH:1][NH:2][C:3]([C:5]1[CH:6]=[N:7][C:8]([N:11]([CH2:13][C:14]2[S:22][C:21]3[C:20]([N:23]4[CH2:28][CH2:27][O:26][CH2:25][CH2:24]4)=[N:19][C:18]([C:29]4[CH:30]=[N:31][C:32]([O:35][CH3:36])=[CH:33][CH:34]=4)=[N:17][C:16]=3[CH:15]=2)[CH3:12])=[N:9][CH:10]=1)=[O:4].[S:37](=[O:41])(=[O:40])([OH:39])[OH:38]. The catalyst is C(Cl)Cl.CO. The product is [S:37]([OH:41])([OH:40])(=[O:39])=[O:38].[OH:1][NH:2][C:3]([C:5]1[CH:10]=[N:9][C:8]([N:11]([CH2:13][C:14]2[S:22][C:21]3[C:20]([N:23]4[CH2:28][CH2:27][O:26][CH2:25][CH2:24]4)=[N:19][C:18]([C:29]4[CH:30]=[N:31][C:32]([O:35][CH3:36])=[CH:33][CH:34]=4)=[N:17][C:16]=3[CH:15]=2)[CH3:12])=[N:7][CH:6]=1)=[O:4]. The yield is 0.760.